Dataset: Catalyst prediction with 721,799 reactions and 888 catalyst types from USPTO. Task: Predict which catalyst facilitates the given reaction. (1) Reactant: [Cl:1][C:2]1[CH:3]=[C:4]([CH:19]=[CH:20][C:21]=1[C:22](O)=[O:23])[C:5]([NH:7][CH2:8][C:9]1[NH:13][C:12]2[CH:14]=[CH:15][C:16]([Cl:18])=[CH:17][C:11]=2[N:10]=1)=[O:6].[CH3:25][CH:26]1[CH2:31][CH2:30][CH2:29][NH:28][CH2:27]1.CN(C(ON1N=NC2C=CC=CC1=2)=[N+](C)C)C.[B-](F)(F)(F)F.C(N(CC)CC)C. Product: [Cl:1][C:2]1[CH:3]=[C:4]([CH:19]=[CH:20][C:21]=1[C:22]([N:28]1[CH2:29][CH2:30][CH2:31][CH:26]([CH3:25])[CH2:27]1)=[O:23])[C:5]([NH:7][CH2:8][C:9]1[NH:13][C:12]2[CH:14]=[CH:15][C:16]([Cl:18])=[CH:17][C:11]=2[N:10]=1)=[O:6]. The catalyst class is: 16. (2) Product: [CH3:26][N:27]([CH3:32])[CH2:28][C:29]([N:23]1[CH2:24][CH2:25][CH:20]([NH:19][C:16]2[N:17]=[CH:18][C:13]3[N:12]=[N:11][N:10]([C:7]4[CH:8]=[CH:9][C:4]([O:3][CH3:2])=[CH:5][CH:6]=4)[C:14]=3[N:15]=2)[CH2:21][CH2:22]1)=[O:30]. The catalyst class is: 3. Reactant: Cl.[CH3:2][O:3][C:4]1[CH:9]=[CH:8][C:7]([N:10]2[C:14]3[N:15]=[C:16]([NH:19][CH:20]4[CH2:25][CH2:24][NH:23][CH2:22][CH2:21]4)[N:17]=[CH:18][C:13]=3[N:12]=[N:11]2)=[CH:6][CH:5]=1.[CH3:26][N:27]([CH3:32])[CH2:28][C:29](O)=[O:30].F[B-](F)(F)F.N1(OC(N(C)C)=[N+](C)C)C2C=CC=CC=2N=N1.O.ON1C2C=CC=CC=2N=N1.CN1CCOCC1. (3) Reactant: [Cl:1][C:2]1[C:3]([F:45])=[C:4]([C@@H:8]2[C@:12]([C:15]3[CH:20]=[CH:19][C:18]([Cl:21])=[CH:17][C:16]=3[F:22])([C:13]#[N:14])[C@H:11]([CH2:23][C:24]([CH3:27])([CH3:26])[CH3:25])[NH:10][C@H:9]2[C:28]([NH:30][C:31]2[CH:39]=[CH:38][C:34]([C:35]([OH:37])=[O:36])=[CH:33][C:32]=2OC(F)(F)F)=[O:29])[CH:5]=[CH:6][CH:7]=1.[CH:46](=O)[CH:47]([CH3:49])[CH3:48].C[C:52](O)=[O:53].[C:55](O[BH-](OC(=O)C)OC(=O)C)(=O)C.[Na+]. Product: [CH3:55][O:37][C:35](=[O:36])[C:34]1[CH:38]=[CH:39][C:31]([N:30]2[C:28](=[O:29])[C@H:9]3[C@H:8]([C:4]4[CH:5]=[CH:6][CH:7]=[C:2]([Cl:1])[C:3]=4[F:45])[C@:12]([C:15]4[CH:20]=[CH:19][C:18]([Cl:21])=[CH:17][C:16]=4[F:22])([C:13]#[N:14])[C@H:11]([CH2:23][C:24]([CH3:26])([CH3:25])[CH3:27])[N:10]3[C@@H:46]2[CH:47]([CH3:49])[CH3:48])=[CH:32][C:33]=1[O:53][CH3:52]. The catalyst class is: 74. (4) Reactant: [CH3:1][Mg]Br.[Cl:4][C:5]1[CH:10]=[CH:9][C:8]([C:11]2[C:15]([C:16]3[CH:21]=[CH:20][C:19]([Cl:22])=[CH:18][CH:17]=3)=[N:14][S:13](=[O:24])(=[O:23])[N:12]=2)=[CH:7][CH:6]=1.Cl. Product: [Cl:22][C:19]1[CH:20]=[CH:21][C:16]([C:15]2([CH3:1])[C:11]([C:8]3[CH:7]=[CH:6][C:5]([Cl:4])=[CH:10][CH:9]=3)=[N:12][S:13](=[O:24])(=[O:23])[NH:14]2)=[CH:17][CH:18]=1. The catalyst class is: 11. (5) Reactant: [Br:1][C:2]1[CH:7]=[CH:6][C:5]([C:8](=[N:22][O:23][CH2:24][CH3:25])[CH:9]2[CH2:14][CH2:13][N:12]([C:15]3([CH3:21])[CH2:20][CH2:19][NH:18][CH2:17][CH2:16]3)[CH2:11][CH2:10]2)=[CH:4][CH:3]=1.[CH3:26][N:27]1[C:35]2[C:30](=[CH:31][CH:32]=[CH:33][CH:34]=2)[CH:29]=[C:28]1[C:36](O)=[O:37].CCN(CC)CC.CN(C(ON1N=NC2C=CC=NC1=2)=[N+](C)C)C.F[P-](F)(F)(F)(F)F. Product: [Br:1][C:2]1[CH:7]=[CH:6][C:5](/[C:8](=[N:22]/[O:23][CH2:24][CH3:25])/[CH:9]2[CH2:10][CH2:11][N:12]([C:15]3([CH3:21])[CH2:20][CH2:19][N:18]([C:36]([C:28]4[N:27]([CH3:26])[C:35]5[C:30]([CH:29]=4)=[CH:31][CH:32]=[CH:33][CH:34]=5)=[O:37])[CH2:17][CH2:16]3)[CH2:13][CH2:14]2)=[CH:4][CH:3]=1. The catalyst class is: 3.